This data is from Forward reaction prediction with 1.9M reactions from USPTO patents (1976-2016). The task is: Predict the product of the given reaction. (1) Given the reactants C(OC(=O)[NH:7][C:8]1[CH:13]=[C:12]([O:14][CH3:15])[C:11]([CH2:16][N:17]2[CH2:22][CH2:21][O:20][CH2:19][CH2:18]2)=[C:10]([O:23][CH3:24])[C:9]=1[C:25](=[O:27])[NH2:26])(C)(C)C, predict the reaction product. The product is: [NH2:7][C:8]1[C:9]([C:25]([NH2:26])=[O:27])=[C:10]([O:23][CH3:24])[C:11]([CH2:16][N:17]2[CH2:22][CH2:21][O:20][CH2:19][CH2:18]2)=[C:12]([O:14][CH3:15])[CH:13]=1. (2) Given the reactants Br[C:2]1[C:3]2[N:4]([C:12]([C:15]([N:17]3[CH2:22][C@@H:21]4[CH2:23][C@H:18]3[CH2:19][O:20]4)=[O:16])=[CH:13][N:14]=2)[CH:5]=[C:6]([C:8]([F:11])([F:10])[F:9])[CH:7]=1.[CH3:24][N:25]1[CH:29]=[C:28](B2OC(C)(C)C(C)(C)O2)[CH:27]=[N:26]1.C(=O)([O-])[O-].[Cs+].[Cs+].Cl, predict the reaction product. The product is: [CH3:24][N:25]1[CH:29]=[C:28]([C:2]2[C:3]3[N:4]([C:12]([C:15]([N:17]4[CH2:22][C@@H:21]5[CH2:23][C@H:18]4[CH2:19][O:20]5)=[O:16])=[CH:13][N:14]=3)[CH:5]=[C:6]([C:8]([F:10])([F:11])[F:9])[CH:7]=2)[CH:27]=[N:26]1. (3) Given the reactants [NH2:1][CH2:2][CH2:3][O:4][CH2:5][CH2:6][N:7]1[C:19]2[C:18]3[CH:17]=[CH:16][CH:15]=[CH:14][C:13]=3[N:12]=[C:11]([NH2:20])[C:10]=2[N:9]=[C:8]1[CH3:21].C(N(CC)CC)C.[C:29]1([N:35]=[C:36]=[O:37])[CH:34]=[CH:33][CH:32]=[CH:31][CH:30]=1, predict the reaction product. The product is: [NH2:20][C:11]1[C:10]2[N:9]=[C:8]([CH3:21])[N:7]([CH2:6][CH2:5][O:4][CH2:3][CH2:2][NH:1][C:36]([NH:35][C:29]3[CH:34]=[CH:33][CH:32]=[CH:31][CH:30]=3)=[O:37])[C:19]=2[C:18]2[CH:17]=[CH:16][CH:15]=[CH:14][C:13]=2[N:12]=1. (4) Given the reactants [C:1]([O:5][C:6]([N:8]1[CH2:13][CH2:12][N:11]([C:14]2[CH:19]=[N:18][CH:17]=[C:16]([NH:20][C:21](=[O:23])[CH3:22])[N:15]=2)[CH2:10][CH2:9]1)=[O:7])([CH3:4])([CH3:3])[CH3:2].Br[CH2:25][C:26]1[CH:31]=[CH:30][CH:29]=[C:28]([Cl:32])[CH:27]=1.[H-].[Na+].O, predict the reaction product. The product is: [C:1]([O:5][C:6]([N:8]1[CH2:9][CH2:10][N:11]([C:14]2[CH:19]=[N:18][CH:17]=[C:16]([N:20]([C:21](=[O:23])[CH3:22])[CH2:25][C:26]3[CH:31]=[CH:30][CH:29]=[C:28]([Cl:32])[CH:27]=3)[N:15]=2)[CH2:12][CH2:13]1)=[O:7])([CH3:4])([CH3:2])[CH3:3]. (5) Given the reactants Br[C:2]1[C:10]2[N:9]3[CH2:11][CH2:12][NH:13][C:14](=[O:15])[C:8]3=[C:7]([CH3:16])[C:6]=2[CH:5]=[C:4]([F:17])[CH:3]=1.[NH:18]1[CH2:23][CH2:22][S:21](=[O:25])(=[O:24])[CH2:20][CH2:19]1, predict the reaction product. The product is: [O:24]=[S:21]1(=[O:25])[CH2:22][CH2:23][N:18]([C:2]2[C:10]3[N:9]4[CH2:11][CH2:12][NH:13][C:14](=[O:15])[C:8]4=[C:7]([CH3:16])[C:6]=3[CH:5]=[C:4]([F:17])[CH:3]=2)[CH2:19][CH2:20]1. (6) The product is: [F:28][C:10]1[CH:11]=[C:12]([C:15]2[CH:20]=[N:19][C:18]([NH:21][C:22]3[CH:27]=[CH:26][CH:25]=[CH:24][CH:23]=3)=[N:17][CH:16]=2)[CH:13]=[CH:14][C:9]=1[OH:8]. Given the reactants C([O:8][C:9]1[CH:14]=[CH:13][C:12]([C:15]2[CH:16]=[N:17][C:18]([NH:21][C:22]3[CH:27]=[CH:26][CH:25]=[CH:24][CH:23]=3)=[N:19][CH:20]=2)=[CH:11][C:10]=1[F:28])C1C=CC=CC=1, predict the reaction product. (7) Given the reactants [CH:1]1([C:11](C2CCCCCCCCC2)(C2CCCCCCCCC2)[OH:12])[CH2:10][CH2:9][CH2:8][CH2:7][CH2:6][CH2:5][CH2:4][CH2:3][CH2:2]1.[C:33]([OH:37])(=[O:36])[CH:34]=[CH2:35].CS(O)(=O)=O, predict the reaction product. The product is: [C:33]([OH:37])(=[O:36])[CH:34]=[CH2:35].[CH:1]1([CH2:11][OH:12])[CH2:10][CH2:9][CH2:8][CH2:7][CH2:6][CH2:5][CH2:4][CH2:3][CH2:2]1.[CH:1]1([CH2:11][OH:12])[CH2:10][CH2:9][CH2:8][CH2:7][CH2:6][CH2:5][CH2:4][CH2:3][CH2:2]1.[CH:1]1([CH2:11][OH:12])[CH2:10][CH2:9][CH2:8][CH2:7][CH2:6][CH2:5][CH2:4][CH2:3][CH2:2]1.